From a dataset of Forward reaction prediction with 1.9M reactions from USPTO patents (1976-2016). Predict the product of the given reaction. (1) Given the reactants [CH2:1]([C:8]1[N:12]([C:13]2[CH:18]=[CH:17][CH:16]=[CH:15][C:14]=2[F:19])[N:11]=[N:10][C:9]=1[C:20](O)=[O:21])[C:2]1[CH:7]=[CH:6][CH:5]=[CH:4][CH:3]=1.O[N:24]=[C:25]([NH2:32])[C:26]1[CH:31]=[CH:30][CH:29]=[N:28][CH:27]=1, predict the reaction product. The product is: [CH2:1]([C:8]1[N:12]([C:13]2[CH:18]=[CH:17][CH:16]=[CH:15][C:14]=2[F:19])[N:11]=[N:10][C:9]=1[C:20]1[O:21][N:32]=[C:25]([C:26]2[CH:27]=[N:28][CH:29]=[CH:30][CH:31]=2)[N:24]=1)[C:2]1[CH:3]=[CH:4][CH:5]=[CH:6][CH:7]=1. (2) Given the reactants [CH3:1][O:2][C:3]1[CH:4]=[C:5]([C:13]([C:15]#[C:16][CH2:17][NH:18][S:19]([C:22]2[CH:27]=[CH:26][C:25]([O:28][CH3:29])=[CH:24][CH:23]=2)(=[O:21])=[O:20])=O)[CH:6]=[C:7]([O:11][CH3:12])[C:8]=1[O:9][CH3:10].[BrH:30].C([O-])(O)=O.[Na+].C(OCC)(=O)C, predict the reaction product. The product is: [Br:30][C:16]1[CH:15]=[C:13]([C:5]2[CH:4]=[C:3]([O:2][CH3:1])[C:8]([O:9][CH3:10])=[C:7]([O:11][CH3:12])[CH:6]=2)[N:18]([S:19]([C:22]2[CH:27]=[CH:26][C:25]([O:28][CH3:29])=[CH:24][CH:23]=2)(=[O:21])=[O:20])[CH:17]=1. (3) Given the reactants [CH3:1][C:2]([NH:14][C:15]1[C:16](=[O:37])[N:17]([C:27]2[CH:32]=[CH:31][C:30]([O:33][CH:34]([F:36])[F:35])=[CH:29][CH:28]=2)[CH:18]([C:20]2[CH:25]=[CH:24][CH:23]=[CH:22][C:21]=2[F:26])[CH:19]=1)([C:4]1[CH:9]=[CH:8][CH:7]=[C:6]([C:10]([F:13])([F:12])[F:11])[N:5]=1)[CH3:3].C([BH3-])#N.[Na+], predict the reaction product. The product is: [CH3:3][C:2]([NH:14][CH:15]1[CH2:19][CH:18]([C:20]2[CH:25]=[CH:24][CH:23]=[CH:22][C:21]=2[F:26])[N:17]([C:27]2[CH:28]=[CH:29][C:30]([O:33][CH:34]([F:36])[F:35])=[CH:31][CH:32]=2)[C:16]1=[O:37])([C:4]1[CH:9]=[CH:8][CH:7]=[C:6]([C:10]([F:11])([F:12])[F:13])[N:5]=1)[CH3:1]. (4) Given the reactants [NH:1]1[C:9]2[C:4](=[CH:5][CH:6]=[CH:7][CH:8]=2)[C:3]([CH2:10][CH2:11][C:12]([OH:14])=O)=[CH:2]1.[CH:15]1([N:21]([CH3:25])[CH2:22][CH2:23][NH2:24])[CH2:20][CH2:19][CH2:18][CH2:17][CH2:16]1, predict the reaction product. The product is: [CH:15]1([N:21]([CH3:25])[CH2:22][CH2:23][NH:24][C:12](=[O:14])[CH2:11][CH2:10][C:3]2[C:4]3[C:9](=[CH:8][CH:7]=[CH:6][CH:5]=3)[NH:1][CH:2]=2)[CH2:20][CH2:19][CH2:18][CH2:17][CH2:16]1. (5) Given the reactants N(C(OC(C)(C)C)=O)=NC(OC(C)(C)C)=O.C1(P(C2C=CC=CC=2)C2C=CC=CC=2)C=CC=CC=1.[N:36]1([CH2:43][CH2:44][CH2:45][OH:46])[CH2:42][CH2:41][CH2:40][CH2:39][CH2:38][CH2:37]1.O[C:48]1[CH:53]=[CH:52][C:51]([CH2:54][C:55]([O:57][CH3:58])=[O:56])=[CH:50][CH:49]=1, predict the reaction product. The product is: [N:36]1([CH2:43][CH2:44][CH2:45][O:46][C:48]2[CH:53]=[CH:52][C:51]([CH2:54][C:55]([O:57][CH3:58])=[O:56])=[CH:50][CH:49]=2)[CH2:42][CH2:41][CH2:40][CH2:39][CH2:38][CH2:37]1.